Dataset: NCI-60 drug combinations with 297,098 pairs across 59 cell lines. Task: Regression. Given two drug SMILES strings and cell line genomic features, predict the synergy score measuring deviation from expected non-interaction effect. (1) Drug 1: C1CCC(C1)C(CC#N)N2C=C(C=N2)C3=C4C=CNC4=NC=N3. Drug 2: CC1=CC2C(CCC3(C2CCC3(C(=O)C)OC(=O)C)C)C4(C1=CC(=O)CC4)C. Cell line: HT29. Synergy scores: CSS=-2.32, Synergy_ZIP=2.76, Synergy_Bliss=0.904, Synergy_Loewe=-5.26, Synergy_HSA=-4.27. (2) Drug 1: COCCOC1=C(C=C2C(=C1)C(=NC=N2)NC3=CC=CC(=C3)C#C)OCCOC. Drug 2: CNC(=O)C1=NC=CC(=C1)OC2=CC=C(C=C2)NC(=O)NC3=CC(=C(C=C3)Cl)C(F)(F)F. Cell line: HCT116. Synergy scores: CSS=71.1, Synergy_ZIP=2.07, Synergy_Bliss=1.86, Synergy_Loewe=-3.41, Synergy_HSA=4.86. (3) Drug 1: CC1CCC2CC(C(=CC=CC=CC(CC(C(=O)C(C(C(=CC(C(=O)CC(OC(=O)C3CCCCN3C(=O)C(=O)C1(O2)O)C(C)CC4CCC(C(C4)OC)OCCO)C)C)O)OC)C)C)C)OC. Drug 2: CCCCC(=O)OCC(=O)C1(CC(C2=C(C1)C(=C3C(=C2O)C(=O)C4=C(C3=O)C=CC=C4OC)O)OC5CC(C(C(O5)C)O)NC(=O)C(F)(F)F)O. Cell line: SK-OV-3. Synergy scores: CSS=37.2, Synergy_ZIP=9.16, Synergy_Bliss=11.1, Synergy_Loewe=2.70, Synergy_HSA=7.37. (4) Drug 1: CC1CCC2CC(C(=CC=CC=CC(CC(C(=O)C(C(C(=CC(C(=O)CC(OC(=O)C3CCCCN3C(=O)C(=O)C1(O2)O)C(C)CC4CCC(C(C4)OC)OCCO)C)C)O)OC)C)C)C)OC. Drug 2: C1CC(=O)NC(=O)C1N2C(=O)C3=CC=CC=C3C2=O. Cell line: CCRF-CEM. Synergy scores: CSS=5.84, Synergy_ZIP=-0.202, Synergy_Bliss=6.08, Synergy_Loewe=-2.11, Synergy_HSA=-2.15. (5) Drug 1: CC1CCC2CC(C(=CC=CC=CC(CC(C(=O)C(C(C(=CC(C(=O)CC(OC(=O)C3CCCCN3C(=O)C(=O)C1(O2)O)C(C)CC4CCC(C(C4)OC)O)C)C)O)OC)C)C)C)OC. Drug 2: CC(C)CN1C=NC2=C1C3=CC=CC=C3N=C2N. Cell line: A549. Synergy scores: CSS=35.2, Synergy_ZIP=-8.41, Synergy_Bliss=2.28, Synergy_Loewe=-6.11, Synergy_HSA=1.52. (6) Drug 1: C1CCN(CC1)CCOC2=CC=C(C=C2)C(=O)C3=C(SC4=C3C=CC(=C4)O)C5=CC=C(C=C5)O. Drug 2: C1=NC(=NC(=O)N1C2C(C(C(O2)CO)O)O)N. Cell line: UACC-257. Synergy scores: CSS=-1.62, Synergy_ZIP=3.23, Synergy_Bliss=4.77, Synergy_Loewe=-2.67, Synergy_HSA=-1.38. (7) Drug 1: CC1=C2C(C(=O)C3(C(CC4C(C3C(C(C2(C)C)(CC1OC(=O)C(C(C5=CC=CC=C5)NC(=O)OC(C)(C)C)O)O)OC(=O)C6=CC=CC=C6)(CO4)OC(=O)C)O)C)O. Drug 2: CC1C(C(CC(O1)OC2CC(CC3=C2C(=C4C(=C3O)C(=O)C5=C(C4=O)C(=CC=C5)OC)O)(C(=O)CO)O)N)O.Cl. Cell line: KM12. Synergy scores: CSS=31.6, Synergy_ZIP=-5.27, Synergy_Bliss=-0.386, Synergy_Loewe=1.75, Synergy_HSA=2.61. (8) Drug 1: C1CC(C1)(C(=O)O)C(=O)O.[NH2-].[NH2-].[Pt+2]. Drug 2: C1=NNC2=C1C(=O)NC=N2. Cell line: CCRF-CEM. Synergy scores: CSS=9.91, Synergy_ZIP=0.386, Synergy_Bliss=1.81, Synergy_Loewe=-4.71, Synergy_HSA=-1.19. (9) Drug 1: CCN(CC)CCNC(=O)C1=C(NC(=C1C)C=C2C3=C(C=CC(=C3)F)NC2=O)C. Drug 2: C1CCC(C(C1)[NH-])[NH-].C(=O)(C(=O)[O-])[O-].[Pt+4]. Cell line: SW-620. Synergy scores: CSS=70.4, Synergy_ZIP=-2.29, Synergy_Bliss=-3.23, Synergy_Loewe=-4.16, Synergy_HSA=4.28.